Dataset: Peptide-MHC class II binding affinity with 134,281 pairs from IEDB. Task: Regression. Given a peptide amino acid sequence and an MHC pseudo amino acid sequence, predict their binding affinity value. This is MHC class II binding data. (1) The MHC is H-2-IAk with pseudo-sequence H-2-IAk. The binding affinity (normalized) is 0.164. The peptide sequence is QVPLVQQQQYLGQQQP. (2) The peptide sequence is SEPGKYTAYEGQRVVF. The MHC is DRB1_0701 with pseudo-sequence DRB1_0701. The binding affinity (normalized) is 0.649. (3) The peptide sequence is RPGPSRGVQGFIFFF. The MHC is HLA-DQA10201-DQB10303 with pseudo-sequence HLA-DQA10201-DQB10303. The binding affinity (normalized) is 0.461. (4) The peptide sequence is GEVPSTEDLVNLLPAILSPG. The MHC is DRB1_1302 with pseudo-sequence DRB1_1302. The binding affinity (normalized) is 0.844. (5) The peptide sequence is LLNRNNSFKPFAEYK. The MHC is HLA-DPA10201-DPB10101 with pseudo-sequence HLA-DPA10201-DPB10101. The binding affinity (normalized) is 0.245. (6) The peptide sequence is AFKVAARAANAAPAN. The MHC is DRB1_0802 with pseudo-sequence DRB1_0802. The binding affinity (normalized) is 0.484. (7) The peptide sequence is AATAANAAPANDKFT. The MHC is HLA-DPA10201-DPB10501 with pseudo-sequence HLA-DPA10201-DPB10501. The binding affinity (normalized) is 0.181.